Dataset: Catalyst prediction with 721,799 reactions and 888 catalyst types from USPTO. Task: Predict which catalyst facilitates the given reaction. (1) Reactant: [Cl:1][C:2]1[CH:3]=[N:4][CH:5]=[C:6]([Cl:26])[C:7]=1[NH:8][C:9]([C:11]1[C:19]2[C:18]3[CH:20]=[CH:21][CH:22]=[CH:23][C:17]=3[O:16][C:15]=2[C:14]([O:24][CH3:25])=[CH:13][CH:12]=1)=[O:10].ClC1C=CC=C(C(OO)=[O:35])C=1. Product: [Cl:26][C:6]1[CH:5]=[N:4][CH:3]=[C:2]([Cl:1])[C:7]=1[NH+:8]([O-:35])[C:9]([C:11]1[C:19]2[C:18]3[CH:20]=[CH:21][CH:22]=[CH:23][C:17]=3[O:16][C:15]=2[C:14]([O:24][CH3:25])=[CH:13][CH:12]=1)=[O:10]. The catalyst class is: 22. (2) Product: [Cl:1][C:2]1[CH:3]=[C:4]([C@@H:8]2[C@@H:13]([C:14]3[CH:19]=[CH:18][C:17]([Cl:20])=[CH:16][N:15]=3)[N:12]([C@@H:21]([CH2:29][CH3:30])[CH2:22][N:23]3[CH2:28][CH2:27][O:26][CH2:25][CH2:24]3)[C:11](=[O:31])[C@:10]([CH2:33][C:34]([OH:42])=[O:35])([CH3:32])[CH2:9]2)[CH:5]=[CH:6][CH:7]=1. The catalyst class is: 664. Reactant: [Cl:1][C:2]1[CH:3]=[C:4]([C@@H:8]2[C@@H:13]([C:14]3[CH:19]=[CH:18][C:17]([Cl:20])=[CH:16][N:15]=3)[N:12]([C@@H:21]([CH2:29][CH3:30])[CH2:22][N:23]3[CH2:28][CH2:27][O:26][CH2:25][CH2:24]3)[C:11](=[O:31])[C@:10]([CH2:33][CH:34]=[O:35])([CH3:32])[CH2:9]2)[CH:5]=[CH:6][CH:7]=1.CC(=CC)C.Cl([O-])=[O:42].[Na+].O.O.P([O-])(O)(O)=O.[Na+]. (3) Reactant: [C:1]([C:5]1[N:10]=[C:9]([N:11]2[CH2:16][CH2:15][N:14]([CH2:17][CH2:18][CH2:19][CH2:20][NH2:21])[CH2:13][CH2:12]2)[CH:8]=[C:7]([C:22]([F:25])([F:24])[F:23])[N:6]=1)([CH3:4])([CH3:3])[CH3:2].C1N=CN([C:31](N2C=NC=C2)=[O:32])C=1.[C:38]1([N:44]2[CH2:49][CH2:48][NH:47][CH2:46][C:45]2=[O:50])[CH:43]=[CH:42][CH:41]=[CH:40][CH:39]=1. Product: [C:1]([C:5]1[N:10]=[C:9]([N:11]2[CH2:16][CH2:15][N:14]([CH2:17][CH2:18][CH2:19][CH2:20][NH:21][C:31]([N:47]3[CH2:48][CH2:49][N:44]([C:38]4[CH:39]=[CH:40][CH:41]=[CH:42][CH:43]=4)[C:45](=[O:50])[CH2:46]3)=[O:32])[CH2:13][CH2:12]2)[CH:8]=[C:7]([C:22]([F:24])([F:25])[F:23])[N:6]=1)([CH3:4])([CH3:2])[CH3:3]. The catalyst class is: 147. (4) Reactant: [NH2:1][C:2]1[CH:7]=[CH:6][C:5]([CH:8]([C:15]2[CH:20]=[CH:19][C:18]([Cl:21])=[CH:17][CH:16]=2)[C:9]2[N:13]([CH3:14])[CH:12]=[N:11][CH:10]=2)=[CH:4][C:3]=1[CH:22]([C:24]1[CH:29]=[CH:28][CH:27]=[C:26]([Cl:30])[CH:25]=1)O.[SH:31][CH2:32][C:33]([OH:35])=[O:34]. Product: [ClH:21].[NH2:1][C:2]1[CH:7]=[CH:6][C:5]([CH:8]([C:15]2[CH:20]=[CH:19][C:18]([Cl:21])=[CH:17][CH:16]=2)[C:9]2[N:13]([CH3:14])[CH:12]=[N:11][CH:10]=2)=[CH:4][C:3]=1[CH:22]([C:24]1[CH:29]=[CH:28][CH:27]=[C:26]([Cl:30])[CH:25]=1)[S:31][CH2:32][C:33]([OH:35])=[O:34]. The catalyst class is: 33.